This data is from Peptide-MHC class II binding affinity with 134,281 pairs from IEDB. The task is: Regression. Given a peptide amino acid sequence and an MHC pseudo amino acid sequence, predict their binding affinity value. This is MHC class II binding data. (1) The peptide sequence is YAVSFNYFVCNLLQE. The MHC is HLA-DPA10201-DPB10101 with pseudo-sequence HLA-DPA10201-DPB10101. The binding affinity (normalized) is 0.567. (2) The peptide sequence is KELKGAYVYFASDAS. The MHC is HLA-DQA10501-DQB10201 with pseudo-sequence HLA-DQA10501-DQB10201. The binding affinity (normalized) is 0.471. (3) The peptide sequence is HVGAKQENWNTDIKT. The MHC is HLA-DQA10501-DQB10302 with pseudo-sequence HLA-DQA10501-DQB10302. The binding affinity (normalized) is 0.257. (4) The peptide sequence is TGMAFRVPTPNVSVVD. The MHC is H-2-IAb with pseudo-sequence H-2-IAb. The binding affinity (normalized) is 0.132.